From a dataset of Forward reaction prediction with 1.9M reactions from USPTO patents (1976-2016). Predict the product of the given reaction. (1) Given the reactants [Cl:1][C:2]1[CH:3]=[C:4]([CH:7]=[C:8]([O:10][C:11]2[C:19]3[N:18]=[CH:17][NH:16][C:15]=3[CH:14]=[CH:13][C:12]=2[Cl:20])[CH:9]=1)[C:5]#[N:6].Br[CH2:22][C:23]1[C:31]2[C:26](=[N:27][CH:28]=[CH:29][CH:30]=2)[N:25](C(OC(C)(C)C)=O)[N:24]=1.C(=O)([O-])[O-].[Cs+].[Cs+], predict the reaction product. The product is: [ClH:1].[ClH:1].[Cl:1][C:2]1[CH:3]=[C:4]([CH:7]=[C:8]([O:10][C:11]2[C:19]3[N:18]=[CH:17][N:16]([CH2:22][C:23]4[C:31]5[C:26](=[N:27][CH:28]=[CH:29][CH:30]=5)[NH:25][N:24]=4)[C:15]=3[CH:14]=[CH:13][C:12]=2[Cl:20])[CH:9]=1)[C:5]#[N:6]. (2) Given the reactants C([N:8]1[CH2:13][CH2:12][N:11]([C:14]2[O:15][C:16]3[C:21]([N:22]=2)=[CH:20][CH:19]=[CH:18][N:17]=3)[C@@H:10]([CH3:23])[CH2:9]1)C1C=CC=CC=1.Cl.C([O-])=O.[NH4+], predict the reaction product. The product is: [CH3:23][C@H:10]1[CH2:9][NH:8][CH2:13][CH2:12][N:11]1[C:14]1[O:15][C:16]2[C:21]([N:22]=1)=[CH:20][CH:19]=[CH:18][N:17]=2. (3) Given the reactants [F:1][C:2]1[CH:7]=[CH:6][CH:5]=[CH:4][C:3]=1[CH2:8][C:9]([OH:11])=O.C(N1C=CN=C1)(N1C=CN=C1)=O.[NH2:24][CH2:25][CH2:26][O:27][C:28]1[CH:33]=[CH:32][C:31]([CH:34]2[CH2:39][CH2:38][N:37]([C:40]([O:42][CH2:43][C:44]3[CH:49]=[CH:48][CH:47]=[CH:46][CH:45]=3)=[O:41])[CH2:36][CH:35]2[O:50][CH2:51][C:52]2[CH:53]=[CH:54][C:55]3[O:60][CH2:59][CH2:58][N:57]([CH2:61][CH2:62][CH2:63][O:64][CH3:65])[C:56]=3[CH:66]=2)=[CH:30][CH:29]=1, predict the reaction product. The product is: [F:1][C:2]1[CH:7]=[CH:6][CH:5]=[CH:4][C:3]=1[CH2:8][C:9]([NH:24][CH2:25][CH2:26][O:27][C:28]1[CH:29]=[CH:30][C:31]([CH:34]2[CH2:39][CH2:38][N:37]([C:40]([O:42][CH2:43][C:44]3[CH:49]=[CH:48][CH:47]=[CH:46][CH:45]=3)=[O:41])[CH2:36][CH:35]2[O:50][CH2:51][C:52]2[CH:53]=[CH:54][C:55]3[O:60][CH2:59][CH2:58][N:57]([CH2:61][CH2:62][CH2:63][O:64][CH3:65])[C:56]=3[CH:66]=2)=[CH:32][CH:33]=1)=[O:11]. (4) The product is: [CH3:63][N:64]([CH3:70])[CH2:65][CH2:66][CH2:67][CH2:68][NH:69][C:43]([C:40]1[S:39][C:35]2[N:36]=[CH:37][N:38]=[C:33]([NH:32][C:29]3[CH:30]=[CH:31][C:26]([F:25])=[CH:27][C:28]=3[O:47][CH:48]3[CH2:49][CH2:50][O:51][CH2:52][CH2:53]3)[C:34]=2[C:41]=1[CH3:42])=[O:44]. Given the reactants CN(C(ON1N=NC2C=CC=NC1=2)=[N+](C)C)C.F[P-](F)(F)(F)(F)F.[F:25][C:26]1[CH:31]=[CH:30][C:29]([NH:32][C:33]2[C:34]3[C:41]([CH3:42])=[C:40]([C:43](OC)=[O:44])[S:39][C:35]=3[N:36]=[CH:37][N:38]=2)=[C:28]([O:47][CH:48]2[CH2:53][CH2:52][O:51][CH2:50][CH2:49]2)[CH:27]=1.CCN(C(C)C)C(C)C.[CH3:63][N:64]([CH3:70])[CH2:65][CH2:66][CH2:67][CH2:68][NH2:69], predict the reaction product.